Dataset: Catalyst prediction with 721,799 reactions and 888 catalyst types from USPTO. Task: Predict which catalyst facilitates the given reaction. (1) Reactant: [NH2:1][C:2]1[CH:3]=[CH:4][CH:5]=[C:6]2[C:11]=1[N:10]=[CH:9][CH:8]=[CH:7]2.[CH3:12][O:13][C:14]1[CH:19]=[CH:18][C:17]([S:20](Cl)(=[O:22])=[O:21])=[CH:16][CH:15]=1. Product: [CH3:12][O:13][C:14]1[CH:15]=[CH:16][C:17]([S:20]([NH:1][C:2]2[CH:3]=[CH:4][CH:5]=[C:6]3[C:11]=2[N:10]=[CH:9][CH:8]=[CH:7]3)(=[O:22])=[O:21])=[CH:18][CH:19]=1. The catalyst class is: 142. (2) Reactant: Cl[CH2:2][CH2:3][CH2:4][O:5][C:6]1[CH:11]=[CH:10][C:9]([C:12]2[CH2:13][CH2:14][C:15](=[O:18])[NH:16][N:17]=2)=[CH:8][CH:7]=1.[CH3:19][C@@H:20]1[CH2:24][CH2:23][CH2:22][NH2+:21]1.C1(S([O-])(=O)=O)C=CC=CC=1.C(=O)([O-])[O-].[K+].[K+].[I-].[K+]. Product: [CH3:19][C@@H:20]1[CH2:24][CH2:23][CH2:22][N:21]1[CH2:2][CH2:3][CH2:4][O:5][C:6]1[CH:11]=[CH:10][C:9]([C:12]2[CH2:13][CH2:14][C:15](=[O:18])[NH:16][N:17]=2)=[CH:8][CH:7]=1. The catalyst class is: 10. (3) Reactant: [NH2:1][C:2]1[CH:3]=[CH:4][CH:5]=[C:6]2[C:11]=1[CH:10]=[C:9]([OH:12])[CH:8]=[CH:7]2.N1C=CC=CC=1.[F:19][C:20]([F:31])([F:30])[C:21](O[C:21](=[O:22])[C:20]([F:31])([F:30])[F:19])=[O:22].Cl. Product: [F:19][C:20]([F:31])([F:30])[C:21]([NH:1][C:2]1[C:11]2[C:6](=[CH:7][CH:8]=[C:9]([OH:12])[CH:10]=2)[CH:5]=[CH:4][CH:3]=1)=[O:22]. The catalyst class is: 169. (4) Reactant: [CH3:1][NH:2][C:3]([C:5]1[C:6]2[CH2:7][CH2:8][C:9]3([NH:18][C:19]=2[C:20]2[N:25]=[C:24]([CH3:26])[N:23]([CH3:27])[C:21]=2[CH:22]=1)[CH2:17][C:16]1[C:11](=[CH:12][CH:13]=[CH:14][CH:15]=1)[CH2:10]3)=[O:4].[C:28]([OH:34])(=[O:33])[CH2:29][C:30]([OH:32])=[O:31]. Product: [C:28]([OH:34])(=[O:33])[CH2:29][C:30]([OH:32])=[O:31].[CH3:1][NH:2][C:3]([C:5]1[C:6]2[CH2:7][CH2:8][C:9]3([NH:18][C:19]=2[C:20]2[N:25]=[C:24]([CH3:26])[N:23]([CH3:27])[C:21]=2[CH:22]=1)[CH2:17][C:16]1[C:11](=[CH:12][CH:13]=[CH:14][CH:15]=1)[CH2:10]3)=[O:4]. The catalyst class is: 5. (5) Reactant: CC(OI1(OC(C)=O)(OC(C)=O)OC(=O)C2C=CC=CC1=2)=O.[CH3:23][N:24]1[C:28]([CH:29]([C:31]2[CH:36]=[CH:35][C:34]([O:37][CH:38]3[CH2:43][CH2:42][CH2:41][CH2:40][O:39]3)=[CH:33][CH:32]=2)[OH:30])=[CH:27][N:26]=[CH:25]1. Product: [CH3:23][N:24]1[C:28]([C:29]([C:31]2[CH:32]=[CH:33][C:34]([O:37][CH:38]3[CH2:43][CH2:42][CH2:41][CH2:40][O:39]3)=[CH:35][CH:36]=2)=[O:30])=[CH:27][N:26]=[CH:25]1. The catalyst class is: 2. (6) Reactant: [Br:1][C:2]1[CH:7]=[CH:6][C:5]([C@H:8]([NH:10]C(=O)C(F)(F)F)[CH3:9])=[CH:4][CH:3]=1.[OH-].[Na+]. Product: [Br:1][C:2]1[CH:7]=[CH:6][C:5]([C@H:8]([NH2:10])[CH3:9])=[CH:4][CH:3]=1. The catalyst class is: 5.